Dataset: Forward reaction prediction with 1.9M reactions from USPTO patents (1976-2016). Task: Predict the product of the given reaction. Given the reactants [C:1]1(B(O)O)[CH:6]=[CH:5][CH:4]=[CH:3][CH:2]=1.[CH:10]1([C:16]2[NH:17][CH:18]=[CH:19][N:20]=2)[CH:15]=[CH:14][CH:13]=[CH:12][CH2:11]1.N1C=CC=CC=1, predict the reaction product. The product is: [C:1]1([N:17]2[CH:18]=[CH:19][N:20]=[C:16]2[C:10]2[CH:15]=[CH:14][CH:13]=[CH:12][CH:11]=2)[CH:6]=[CH:5][CH:4]=[CH:3][CH:2]=1.